This data is from Reaction yield outcomes from USPTO patents with 853,638 reactions. The task is: Predict the reaction yield, written as a fraction of the theoretical maximum amount of product (1.0 means a 100% yield; for example, 0.34 means a 34% yield). The product is [CH2:11]([N:7]1[C:8]2[C:4](=[CH:3][C:2]([C:17]3[CH:18]=[CH:19][S:15][CH:16]=3)=[CH:10][CH:9]=2)[C:5]([C:13]#[N:14])=[CH:6]1)[CH3:12]. The reactants are Br[C:2]1[CH:3]=[C:4]2[C:8](=[CH:9][CH:10]=1)[N:7]([CH2:11][CH3:12])[CH:6]=[C:5]2[C:13]#[N:14].[S:15]1[CH:19]=[CH:18][C:17](B(O)O)=[CH:16]1.[F-].[Cs+]. The yield is 0.250. The catalyst is C([O-])(O)=O.[Na+].Cl[Pd](Cl)([P](C1C=CC=CC=1)(C1C=CC=CC=1)C1C=CC=CC=1)[P](C1C=CC=CC=1)(C1C=CC=CC=1)C1C=CC=CC=1.